This data is from Peptide-MHC class I binding affinity with 185,985 pairs from IEDB/IMGT. The task is: Regression. Given a peptide amino acid sequence and an MHC pseudo amino acid sequence, predict their binding affinity value. This is MHC class I binding data. (1) The peptide sequence is IEDAMPGVL. The MHC is HLA-B44:02 with pseudo-sequence HLA-B44:02. The binding affinity (normalized) is 0.123. (2) The peptide sequence is AEMDGIQYG. The MHC is HLA-B40:01 with pseudo-sequence HLA-B40:01. The binding affinity (normalized) is 0.296. (3) The peptide sequence is VEIKTGFKL. The MHC is HLA-A80:01 with pseudo-sequence HLA-A80:01. The binding affinity (normalized) is 0.0847.